Dataset: Forward reaction prediction with 1.9M reactions from USPTO patents (1976-2016). Task: Predict the product of the given reaction. (1) Given the reactants C1C=CC(P(C2C(C3C(P(C4C=CC=CC=4)C4C=CC=CC=4)=CC=C4C=3C=CC=C4)=C3C(C=CC=C3)=CC=2)C2C=CC=CC=2)=CC=1.Cl[C:48]1[C:57]([Cl:58])=[N:56][C:55]2[C:50](=[CH:51][CH:52]=[CH:53][CH:54]=2)[N:49]=1.[C:59]1([NH2:69])[C:68]2[C:63](=[CH:64][CH:65]=[CH:66][CH:67]=2)[CH:62]=[CH:61][CH:60]=1.CC(C)([O-])C.[K+], predict the reaction product. The product is: [Cl:58][C:57]1[C:48]([NH:69][C:59]2[C:68]3[C:63](=[CH:64][CH:65]=[CH:66][CH:67]=3)[CH:62]=[CH:61][CH:60]=2)=[N:49][C:50]2[C:55]([N:56]=1)=[CH:54][CH:53]=[CH:52][CH:51]=2. (2) Given the reactants [CH3:1][O:2][C:3](=[O:23])[C:4]([S:7][C:8]1[S:9][CH:10]=[C:11]([CH2:13][CH2:14][O:15][C:16]2[CH:21]=[CH:20][C:19](I)=[CH:18][CH:17]=2)[N:12]=1)([CH3:6])[CH3:5].[C:24]([C:26]1[CH:31]=[CH:30][CH:29]=[CH:28][CH:27]=1)#[CH:25].O, predict the reaction product. The product is: [CH3:1][O:2][C:3](=[O:23])[C:4]([CH3:6])([S:7][C:8]1[S:9][CH:10]=[C:11]([CH2:13][CH2:14][O:15][C:16]2[CH:21]=[CH:20][C:19]([C:25]#[C:24][C:26]3[CH:31]=[CH:30][CH:29]=[CH:28][CH:27]=3)=[CH:18][CH:17]=2)[N:12]=1)[CH3:5]. (3) Given the reactants [OH-].[K+].[CH3:3]C1C=CC(S(N(N=O)C)(=O)=O)=CC=1.C(O)CO.CCOCC.[NH:26]1[C:30]2[CH:31]=[CH:32][C:33]([N:35]3[CH:39]([C:40]4[CH:45]=[CH:44][CH:43]=[C:42]([Cl:46])[C:41]=4[Cl:47])[C:38]([CH3:48])=[C:37]([OH:49])[C:36]3=[O:50])=[CH:34][C:29]=2[N:28]=[CH:27]1, predict the reaction product. The product is: [NH:28]1[C:29]2[CH:34]=[C:33]([N:35]3[CH:39]([C:40]4[CH:45]=[CH:44][CH:43]=[C:42]([Cl:46])[C:41]=4[Cl:47])[C:38]([CH3:48])=[C:37]([O:49][CH3:3])[C:36]3=[O:50])[CH:32]=[CH:31][C:30]=2[N:26]=[CH:27]1. (4) Given the reactants [CH3:1][O:2][C:3]1[CH:4]=[C:5]2[C:9](=[CH:10][C:11]=1[O:12][CH3:13])[NH:8][C:7]1[N:14]=[CH:15][NH:16][C:17](=O)[C:6]2=1.O=P(Cl)(Cl)[Cl:21], predict the reaction product. The product is: [Cl:21][C:17]1[CH:6]2[CH:7]([NH:8][C:9]3[C:5]2=[CH:4][C:3]([O:2][CH3:1])=[C:11]([O:12][CH3:13])[CH:10]=3)[N:14]=[CH:15][N:16]=1. (5) Given the reactants [Li]C(CC)C.C1CCCCC1.[CH2:12]([NH:14][C:15]([C:17]1[CH:21]=[CH:20][S:19][C:18]=1[Cl:22])=[O:16])[CH3:13].CN(CCN(C)C)C.[CH3:31][Si:32](Cl)([CH3:34])[CH3:33], predict the reaction product. The product is: [Cl:22][C:18]1[S:19][CH:20]=[C:21]([Si:32]([CH3:34])([CH3:33])[CH3:31])[C:17]=1[C:15]([NH:14][CH2:12][CH3:13])=[O:16]. (6) Given the reactants Br[CH2:2][CH2:3][N:4]1[CH2:9][C:8]2[CH:10]=[CH:11][CH:12]=[CH:13][C:7]=2[N:6]([C:14]2[CH:19]=[CH:18][CH:17]=[CH:16][C:15]=2[F:20])[S:5]1(=[O:22])=[O:21].[CH:23]1([NH2:26])[CH2:25][CH2:24]1.Cl, predict the reaction product. The product is: [F:20][C:15]1[CH:16]=[CH:17][CH:18]=[CH:19][C:14]=1[N:6]1[C:7]2[CH:13]=[CH:12][CH:11]=[CH:10][C:8]=2[CH2:9][N:4]([CH2:3][CH2:2][NH:26][CH:23]2[CH2:25][CH2:24]2)[S:5]1(=[O:22])=[O:21]. (7) Given the reactants Cl[C:2]([C:4]1[CH:13]=[CH:12][C:7]([C:8]([O:10][CH3:11])=[O:9])=[CH:6][CH:5]=1)=[O:3].[N:14]1([CH2:20][CH2:21][CH2:22][O:23][C:24]2[CH:29]=[CH:28][C:27]([N:30]3[CH2:35][CH2:34][NH:33][CH2:32][CH2:31]3)=[CH:26][CH:25]=2)[CH2:19][CH2:18][CH2:17][CH2:16][CH2:15]1.C(N(CC)CC)C.C(=O)(O)[O-].[Na+], predict the reaction product. The product is: [N:14]1([CH2:20][CH2:21][CH2:22][O:23][C:24]2[CH:29]=[CH:28][C:27]([N:30]3[CH2:31][CH2:32][N:33]([C:2]([C:4]4[CH:13]=[CH:12][C:7]([C:8]([O:10][CH3:11])=[O:9])=[CH:6][CH:5]=4)=[O:3])[CH2:34][CH2:35]3)=[CH:26][CH:25]=2)[CH2:19][CH2:18][CH2:17][CH2:16][CH2:15]1. (8) Given the reactants [OH:1][C:2]1[CH:7]=[CH:6][C:5]([CH2:8][CH2:9][S:10][CH:11]([CH2:15][C:16]2[CH:21]=[CH:20][C:19]([CH2:22][CH2:23][O:24][C:25]3[CH:30]=[CH:29][C:28]([O:31][S:32]([CH3:35])(=[O:34])=[O:33])=[CH:27][CH:26]=3)=[CH:18][CH:17]=2)[C:12]([OH:14])=[O:13])=[CH:4][CH:3]=1.[CH:36]1[C:45]2[C:40](=[CH:41][CH:42]=[CH:43][CH:44]=2)[CH:39]=[CH:38][C:37]=1[C@@H:46]([NH2:48])[CH3:47], predict the reaction product. The product is: [CH:36]1[C:45]2[C:40](=[CH:41][CH:42]=[CH:43][CH:44]=2)[CH:39]=[CH:38][C:37]=1[C@@H:46]([NH2:48])[CH3:47].[OH:1][C:2]1[CH:7]=[CH:6][C:5]([CH2:8][CH2:9][S:10][CH:11]([CH2:15][C:16]2[CH:21]=[CH:20][C:19]([CH2:22][CH2:23][O:24][C:25]3[CH:26]=[CH:27][C:28]([O:31][S:32]([CH3:35])(=[O:34])=[O:33])=[CH:29][CH:30]=3)=[CH:18][CH:17]=2)[C:12]([OH:14])=[O:13])=[CH:4][CH:3]=1.